From a dataset of Peptide-MHC class II binding affinity with 134,281 pairs from IEDB. Regression. Given a peptide amino acid sequence and an MHC pseudo amino acid sequence, predict their binding affinity value. This is MHC class II binding data. (1) The peptide sequence is VSFGVWIRTPPAYRPPNAPI. The MHC is DRB1_0802 with pseudo-sequence DRB1_0802. The binding affinity (normalized) is 0.600. (2) The peptide sequence is AAATAWTTVYGAFAA. The MHC is HLA-DQA10401-DQB10402 with pseudo-sequence HLA-DQA10401-DQB10402. The binding affinity (normalized) is 0.558. (3) The MHC is HLA-DPA10201-DPB10501 with pseudo-sequence HLA-DPA10201-DPB10501. The peptide sequence is LTEWTSSNVMEERY. The binding affinity (normalized) is 0.162. (4) The peptide sequence is GELQIVDKIDAAQKI. The MHC is DRB5_0101 with pseudo-sequence DRB5_0101. The binding affinity (normalized) is 0.769. (5) The peptide sequence is EFENFMKAGAHPIMH. The MHC is DRB1_1101 with pseudo-sequence DRB1_1101. The binding affinity (normalized) is 0.744. (6) The MHC is DRB1_0101 with pseudo-sequence DRB1_0101. The binding affinity (normalized) is 0.707. The peptide sequence is EKKYFAATQFEILAA.